Task: Predict the product of the given reaction.. Dataset: Forward reaction prediction with 1.9M reactions from USPTO patents (1976-2016) (1) Given the reactants [C:1]1([NH2:8])[C:2]([NH2:7])=[CH:3][CH:4]=[CH:5][CH:6]=1.[CH2:9]([O:11]C(=O)C=O)[CH3:10], predict the reaction product. The product is: [NH:7]1[C:2]2[C:1](=[CH:6][CH:5]=[CH:4][CH:3]=2)[N:8]=[CH:10][C:9]1=[O:11]. (2) Given the reactants [CH:1]([C:3]1[CH:8]=[CH:7][C:6]([C:9]2[CH:14]=[CH:13][C:12]([CH2:15][CH2:16][C:17]([C:19]3[O:20][C:21]([C:24]4[N:29]=[C:28]([C:30]([O:32][CH3:33])=[O:31])[CH:27]=[CH:26][CH:25]=4)=[CH:22][N:23]=3)=[O:18])=[CH:11][CH:10]=2)=[CH:5][CH:4]=1)=O.[CH3:34][NH:35][CH3:36].[BH-](OC(C)=O)(OC(C)=O)OC(C)=O.[Na+], predict the reaction product. The product is: [CH3:34][N:35]([CH2:1][C:3]1[CH:8]=[CH:7][C:6]([C:9]2[CH:10]=[CH:11][C:12]([CH2:15][CH2:16][C:17]([C:19]3[O:20][C:21]([C:24]4[N:29]=[C:28]([C:30]([O:32][CH3:33])=[O:31])[CH:27]=[CH:26][CH:25]=4)=[CH:22][N:23]=3)=[O:18])=[CH:13][CH:14]=2)=[CH:5][CH:4]=1)[CH3:36]. (3) Given the reactants [Cl:1][C:2]1[CH:3]=[N:4][C:5]2[N:6]([N:8]=[C:9]([C:11]([OH:13])=O)[CH:10]=2)[CH:7]=1.[CH3:14][CH:15]1[C:24]2[C:19](=[CH:20][CH:21]=[CH:22][C:23]=2[N:25]2[CH2:30][CH2:29][O:28][CH2:27][CH2:26]2)[CH2:18][CH2:17][NH:16]1, predict the reaction product. The product is: [Cl:1][C:2]1[CH:3]=[N:4][C:5]2[N:6]([N:8]=[C:9]([C:11]([N:16]3[CH2:17][CH2:18][C:19]4[C:24](=[C:23]([N:25]5[CH2:30][CH2:29][O:28][CH2:27][CH2:26]5)[CH:22]=[CH:21][CH:20]=4)[CH:15]3[CH3:14])=[O:13])[CH:10]=2)[CH:7]=1. (4) Given the reactants C[C:2]1[O:3][C:4](=O)[C:5]2[CH:11]=[CH:10][CH:9]=[CH:8][C:6]=2[N:7]=1.FC(F)(F)[C:15]1[CH:16]=[C:17]([CH:19]=[CH:20][CH:21]=1)[NH2:18], predict the reaction product. The product is: [C:17]1([N:18]2[CH:4]=[C:5]3[C:6]([CH:8]=[CH:9][CH:10]=[CH:11]3)=[N:7][C:2]2=[O:3])[CH:19]=[CH:20][CH:21]=[CH:15][CH:16]=1. (5) Given the reactants [C:1]([C:5]1[N:9]=[CH:8][N:7]([CH2:10]O)[N:6]=1)([CH3:4])([CH3:3])[CH3:2].S(Cl)([Cl:14])=O, predict the reaction product. The product is: [ClH:14].[C:1]([C:5]1[N:9]=[CH:8][N:7]([CH2:10][Cl:14])[N:6]=1)([CH3:4])([CH3:3])[CH3:2]. (6) Given the reactants Br[C:2]1=[CH:3][C:4](=[O:9])[O:5]/[C:6]/1=[CH:7]\Br.[S:10]1[CH:14]=[CH:13][C:12](B(O)O)=[CH:11]1.[F-].[Cs+], predict the reaction product. The product is: [S:10]1[CH:14]=[CH:13][C:12]([C:2]2=[CH:3][C:4](=[O:9])[O:5]/[C:6]/2=[CH:7]\[C:12]2[CH:13]=[CH:14][S:10][CH:11]=2)=[CH:11]1.